Dataset: Full USPTO retrosynthesis dataset with 1.9M reactions from patents (1976-2016). Task: Predict the reactants needed to synthesize the given product. (1) Given the product [ClH:1].[NH2:22][C@H:12]([CH2:13][C:14]1[CH:15]=[CH:16][C:17]([O:20][CH3:21])=[CH:18][CH:19]=1)[C:11]([N:9]1[CH2:8][C:7]([O:6][CH2:2][CH2:3][CH2:4][CH3:5])([C:31]2[CH:36]=[CH:35][CH:34]=[CH:33][C:32]=2[CH3:37])[CH2:10]1)=[O:30], predict the reactants needed to synthesize it. The reactants are: [ClH:1].[CH2:2]([O:6][C:7]1([C:31]2[CH:36]=[CH:35][CH:34]=[CH:33][C:32]=2[CH3:37])[CH2:10][N:9]([C:11](=[O:30])[C@H:12]([NH:22]C(=O)OC(C)(C)C)[CH2:13][C:14]2[CH:19]=[CH:18][C:17]([O:20][CH3:21])=[CH:16][CH:15]=2)[CH2:8]1)[CH2:3][CH2:4][CH3:5]. (2) Given the product [Br:9][C:6]1[CH:5]=[C:4]([CH:10]([CH2:16][CH:17]([CH3:19])[CH3:18])[C:11]([O:13][CH2:14][CH3:15])=[O:12])[CH:3]=[C:2]([Cl:28])[C:7]=1[OH:8], predict the reactants needed to synthesize it. The reactants are: N[C:2]1[CH:3]=[C:4]([CH:10]([CH2:16][CH:17]([CH3:19])[CH3:18])[C:11]([O:13][CH2:14][CH3:15])=[O:12])[CH:5]=[C:6]([Br:9])[C:7]=1[OH:8].N([O-])=O.[Na+].C(#N)C.O.[ClH:28]. (3) Given the product [CH3:1][O:2][C:3]1[CH:8]=[CH:7][C:6]([CH2:9][C:10]([CH3:15])([NH2:12])[CH3:11])=[CH:5][CH:4]=1, predict the reactants needed to synthesize it. The reactants are: [CH3:1][O:2][C:3]1[CH:8]=[CH:7][C:6]([CH2:9][C:10]([CH3:15])([N+:12]([O-])=O)[CH3:11])=[CH:5][CH:4]=1. (4) Given the product [C:34]1([CH:7]([C:1]2[CH:6]=[CH:5][CH:4]=[CH:3][CH:2]=2)[N:8]2[C:16]3[C:11](=[C:12]([O:19][CH3:20])[CH:13]=[C:14]([O:17][CH3:18])[CH:15]=3)[CH:10]([C:21]3[C:30]([OH:31])=[CH:29][C:24]4[O:25][CH2:26][CH2:27][O:28][C:23]=4[CH:22]=3)[C:9]2=[O:33])[CH:35]=[CH:36][CH:37]=[CH:38][CH:39]=1, predict the reactants needed to synthesize it. The reactants are: [C:1]1([CH:7]([C:34]2[CH:39]=[CH:38][CH:37]=[CH:36][CH:35]=2)[N:8]2[C:16]3[C:11](=[C:12]([O:19][CH3:20])[CH:13]=[C:14]([O:17][CH3:18])[CH:15]=3)[C:10](O)([C:21]3[C:30]([OH:31])=[CH:29][C:24]4[O:25][CH2:26][CH2:27][O:28][C:23]=4[CH:22]=3)[C:9]2=[O:33])[CH:6]=[CH:5][CH:4]=[CH:3][CH:2]=1.ClC1C=CC=C2C=1C(O)(C1C(O)=CC3OCCC=3C=1)C(=O)N2C(C1C=CC=CC=1)C1C=CC=CC=1. (5) Given the product [NH2:5][C:6]1[N:15]=[C:14]([C:16]([N:18]2[CH2:26][C:25]3[C:20](=[CH:21][CH:22]=[CH:23][CH:24]=3)[CH2:19]2)=[O:17])[C:13]2[C:8](=[CH:9][CH:10]=[C:11]([C:27]3[CH:32]=[C:31]([F:33])[C:30]([F:34])=[CH:29][C:28]=3[CH2:35][Cl:3])[CH:12]=2)[N:7]=1, predict the reactants needed to synthesize it. The reactants are: S(Cl)([Cl:3])=O.[NH2:5][C:6]1[N:15]=[C:14]([C:16]([N:18]2[CH2:26][C:25]3[C:20](=[CH:21][CH:22]=[CH:23][CH:24]=3)[CH2:19]2)=[O:17])[C:13]2[C:8](=[CH:9][CH:10]=[C:11]([C:27]3[CH:32]=[C:31]([F:33])[C:30]([F:34])=[CH:29][C:28]=3[CH2:35]O)[CH:12]=2)[N:7]=1. (6) Given the product [CH:20]([N:18]1[CH:19]=[C:15]([N:14]2[C:5]3[C:4]4[CH:3]=[C:2]([C:33]5[CH:32]=[N:31][C:30]([NH:44][CH3:45])=[C:29]([CH2:28][O:27][CH3:26])[CH:34]=5)[CH:11]=[CH:10][C:9]=4[N:8]=[CH:7][C:6]=3[N:12]([CH3:25])[C:13]2=[O:24])[C:16]([CH3:23])=[N:17]1)([CH3:22])[CH3:21], predict the reactants needed to synthesize it. The reactants are: Br[C:2]1[CH:11]=[CH:10][C:9]2[N:8]=[CH:7][C:6]3[N:12]([CH3:25])[C:13](=[O:24])[N:14]([C:15]4[C:16]([CH3:23])=[N:17][N:18]([CH:20]([CH3:22])[CH3:21])[CH:19]=4)[C:5]=3[C:4]=2[CH:3]=1.[CH3:26][O:27][CH2:28][C:29]1[C:30]([NH:44][CH3:45])=[N:31][CH:32]=[C:33](B2OC(C)(C)C(C)(C)O2)[CH:34]=1. (7) Given the product [Cl:1][C:2]1[CH:7]=[CH:6][C:5]([CH:8]([C:10]2[CH:14]=[C:13]([C:15]3[CH:20]=[CH:19][N:18]=[CH:17][CH:16]=3)[S:12][C:11]=2[C:21]2[NH:25][CH:24]=[N:23][N:22]=2)[N:26]([CH3:31])[CH3:27])=[CH:4][CH:3]=1, predict the reactants needed to synthesize it. The reactants are: [Cl:1][C:2]1[CH:7]=[CH:6][C:5]([CH:8]([C:10]2[CH:14]=[C:13]([C:15]3[CH:20]=[CH:19][N:18]=[CH:17][CH:16]=3)[S:12][C:11]=2[C:21]2[NH:25][CH:24]=[N:23][N:22]=2)O)=[CH:4][CH:3]=1.[N:26]1[CH:31]=CC=C[CH:27]=1.CS(Cl)(=O)=O.CNC.